This data is from Forward reaction prediction with 1.9M reactions from USPTO patents (1976-2016). The task is: Predict the product of the given reaction. (1) The product is: [CH:28]1([N:35]([C@H:36]2[CH2:37][CH2:38][C@H:39]([CH:42]([CH3:44])[CH3:43])[CH2:40][CH2:41]2)[C:7](=[O:19])[NH:8][C:9]2[S:10][C:11]([S:14][CH2:15][C:16]([OH:18])=[O:17])=[CH:12][N:13]=2)[CH2:29][CH2:30][CH2:31][CH2:32][CH2:33][CH2:34]1. Given the reactants C1(N([C@H]2CC[C@H](CC)CC2)[C:7](=[O:19])[NH:8][C:9]2[S:10][C:11]([S:14][CH2:15][C:16]([OH:18])=[O:17])=[CH:12][N:13]=2)CCCC1.[CH:28]1([NH:35][C@H:36]2[CH2:41][CH2:40][C@H:39]([CH:42]([CH3:44])[CH3:43])[CH2:38][CH2:37]2)[CH2:34][CH2:33][CH2:32][CH2:31][CH2:30][CH2:29]1.C(OC(=O)CSC1SC(N)=NC=1)C, predict the reaction product. (2) Given the reactants [CH3:1][C:2]1[CH:3]=[C:4]([C:8]([OH:10])=O)[O:5][C:6]=1[CH3:7].[CH3:11][O:12][C:13](=[O:20])[C@@H:14]([CH2:16][CH:17]([CH3:19])[CH3:18])[NH2:15], predict the reaction product. The product is: [CH3:7][C:6]1[O:5][C:4]([C:8]([NH:15][C@H:14]([CH2:16][CH:17]([CH3:19])[CH3:18])[C:13]([O:12][CH3:11])=[O:20])=[O:10])=[CH:3][C:2]=1[CH3:1]. (3) Given the reactants [C:1]1(=[O:7])[NH:5][C:4](=[O:6])[CH:3]=[CH:2]1.[NH2:8][C:9]1[CH:16]=[CH:15][CH:14]=[CH:13][C:10]=1[CH2:11][NH2:12], predict the reaction product. The product is: [NH2:8][C:9]1[CH:16]=[CH:15][CH:14]=[CH:13][C:10]=1[CH2:11][NH:12][CH:2]1[CH2:3][C:4](=[O:6])[NH:5][C:1]1=[O:7]. (4) Given the reactants [CH2:1]([O:5][C:6]1[CH:7]=[C:8]([CH:12]=[CH:13][C:14]=1[NH:15][C:16]([C@@H:18]1[NH:22][C@@H:21]([CH2:23][C:24]([CH3:27])([CH3:26])[CH3:25])[C@:20]2([C:35]3[C:30](=[CH:31][C:32]([Cl:36])=[CH:33][CH:34]=3)[NH:29][C:28]2=[O:37])[C@H:19]1[C:38]1[CH:43]=[CH:42][CH:41]=[C:40]([Cl:44])[C:39]=1[F:45])=[O:17])[C:9]([OH:11])=O)[CH2:2][CH2:3][CH3:4].CC[N:48]=C=NCCCN(C)C.C1C=CC2N(O)N=NC=2C=1.[NH4+].[Cl-].C(N(CC)CC)C, predict the reaction product. The product is: [CH2:1]([O:5][C:6]1[CH:7]=[C:8]([C:9](=[O:11])[NH2:48])[CH:12]=[CH:13][C:14]=1[NH:15][C:16]([CH:18]1[NH:22][CH:21]([CH2:23][C:24]([CH3:25])([CH3:27])[CH3:26])[C:20]2([C:35]3[C:30](=[CH:31][C:32]([Cl:36])=[CH:33][CH:34]=3)[NH:29][C:28]2=[O:37])[CH:19]1[C:38]1[CH:43]=[CH:42][CH:41]=[C:40]([Cl:44])[C:39]=1[F:45])=[O:17])[CH2:2][CH2:3][CH3:4]. (5) Given the reactants [OH:1][CH2:2][CH2:3][C:4]1[CH:5]=[N:6][N:7]([C:9]2[CH:14]=[C:13]([C:15]#[N:16])[CH:12]=[CH:11][N:10]=2)[CH:8]=1.CCN(CC)CC.[CH3:24][S:25](Cl)(=[O:27])=[O:26].O, predict the reaction product. The product is: [CH3:24][S:25]([O:1][CH2:2][CH2:3][C:4]1[CH:5]=[N:6][N:7]([C:9]2[CH:14]=[C:13]([C:15]#[N:16])[CH:12]=[CH:11][N:10]=2)[CH:8]=1)(=[O:27])=[O:26]. (6) Given the reactants [CH2:1]([O:3][C:4]1[CH:9]=[CH:8][CH:7]=[CH:6][C:5]=1[C:10]1[NH:15][C:14](=[O:16])[C:13]2=[C:17]([CH3:27])[N:18]=[C:19]([CH:20]3[CH2:26][CH2:25][CH2:24][CH2:23][CH2:22][CH2:21]3)[N:12]2[N:11]=1)[CH3:2].[Br:28][CH2:29][C:30](Br)=[O:31].[Cl-].[Cl-].[Cl-].[Al+3], predict the reaction product. The product is: [Br:28][CH2:29][C:30]([C:7]1[CH:8]=[CH:9][C:4]([O:3][CH2:1][CH3:2])=[C:5]([C:10]2[NH:15][C:14](=[O:16])[C:13]3=[C:17]([CH3:27])[N:18]=[C:19]([CH:20]4[CH2:26][CH2:25][CH2:24][CH2:23][CH2:22][CH2:21]4)[N:12]3[N:11]=2)[CH:6]=1)=[O:31]. (7) Given the reactants [Cl:1][C:2]1[CH:19]=[CH:18][C:5]([CH2:6][N:7]2[C:15]3[C:10](=[CH:11][C:12]([CH:16]=[O:17])=[CH:13][CH:14]=3)[CH:9]=[N:8]2)=[C:4]([C:20]([F:23])([F:22])[F:21])[CH:3]=1.[B-](F)(F)(F)[F:25].[B-](F)(F)(F)F.C1[N+]2(CCl)CC[N+](F)(CC2)C1, predict the reaction product. The product is: [Cl:1][C:2]1[CH:19]=[CH:18][C:5]([CH2:6][N:7]2[C:15]3[C:10](=[CH:11][C:12]([CH:16]=[O:17])=[CH:13][CH:14]=3)[C:9]([F:25])=[N:8]2)=[C:4]([C:20]([F:22])([F:23])[F:21])[CH:3]=1.